This data is from Forward reaction prediction with 1.9M reactions from USPTO patents (1976-2016). The task is: Predict the product of the given reaction. (1) Given the reactants [CH3:1][C:2]1[CH:30]=[CH:29][C:5]([C:6]([C:8]2[CH:16]=[C:15]([C:17]([OH:19])=[O:18])[C:14]([C:20](=O)[C:21]3[CH:26]=[CH:25][C:24]([CH3:27])=[CH:23][CH:22]=3)=[CH:13][C:9]=2[C:10]([OH:12])=[O:11])=O)=[CH:4][CH:3]=1.[H][H], predict the reaction product. The product is: [CH3:1][C:2]1[CH:3]=[CH:4][C:5]([CH2:6][C:8]2[CH:16]=[C:15]([C:17]([OH:19])=[O:18])[C:14]([CH2:20][C:21]3[CH:22]=[CH:23][C:24]([CH3:27])=[CH:25][CH:26]=3)=[CH:13][C:9]=2[C:10]([OH:12])=[O:11])=[CH:29][CH:30]=1. (2) Given the reactants [CH3:1][C:2]1[C:3]([C:11]2[CH:33]=[CH:32][C:14]([C:15]([NH:17][C:18]3[CH:23]=[CH:22][CH:21]=[CH:20][C:19]=3[NH:24][C:25](=[O:31])[O:26][C:27]([CH3:30])([CH3:29])[CH3:28])=[O:16])=[CH:13][CH:12]=2)=[N:4][CH:5]=[C:6]([N+:8]([O-])=O)[CH:7]=1, predict the reaction product. The product is: [NH2:8][C:6]1[CH:7]=[C:2]([CH3:1])[C:3]([C:11]2[CH:12]=[CH:13][C:14]([C:15]([NH:17][C:18]3[CH:23]=[CH:22][CH:21]=[CH:20][C:19]=3[NH:24][C:25](=[O:31])[O:26][C:27]([CH3:29])([CH3:30])[CH3:28])=[O:16])=[CH:32][CH:33]=2)=[N:4][CH:5]=1. (3) The product is: [C:1]([C:3](=[C:22]1[N:27]=[C:26]([C:28]([F:31])([F:30])[F:29])[CH:25]=[CH:24][NH:23]1)[C:4]([O:6][C:7]([CH3:10])([CH3:9])[CH3:8])=[O:5])#[N:2]. Given the reactants [C:1]([CH2:3][C:4]([O:6][C:7]([CH3:10])([CH3:9])[CH3:8])=[O:5])#[N:2].C[Si](C)(C)N[Si](C)(C)C.[Li].Cl[C:22]1[N:27]=[C:26]([C:28]([F:31])([F:30])[F:29])[CH:25]=[CH:24][N:23]=1, predict the reaction product. (4) Given the reactants Cl[C:2]1[CH:7]=[C:6]([C:8]2[CH:13]=[CH:12][CH:11]=[C:10]([CH3:14])[CH:9]=2)[N:5]2[N:15]=[C:16]([CH3:19])[C:17]([I:18])=[C:4]2[N:3]=1.CCN(C(C)C)C(C)C.[NH:29]1[CH2:33][CH2:32][CH2:31][C@H:30]1[CH2:34][OH:35], predict the reaction product. The product is: [CH3:14][C:10]1[CH:9]=[C:8]([C:6]2[N:5]3[N:15]=[C:16]([CH3:19])[C:17]([I:18])=[C:4]3[N:3]=[C:2]([N:29]3[CH2:33][CH2:32][CH2:31][C@H:30]3[CH2:34][OH:35])[CH:7]=2)[CH:13]=[CH:12][CH:11]=1. (5) Given the reactants Br[C:2]1[C:3]([C:9]([NH:11][C:12]2[CH:13]=[C:14]3[C:18](=[CH:19][CH:20]=2)[N:17]([CH2:21][O:22][CH2:23][CH2:24][Si:25]([CH3:28])([CH3:27])[CH3:26])[N:16]=[CH:15]3)=[O:10])=[N:4][CH:5]=[C:6]([F:8])[CH:7]=1.[F:29][C:30]1[CH:35]=[CH:34][C:33](B(O)O)=[CH:32][CH:31]=1.C([O-])([O-])=O.[Na+].[Na+], predict the reaction product. The product is: [F:8][C:6]1[CH:7]=[C:2]([C:33]2[CH:34]=[CH:35][C:30]([F:29])=[CH:31][CH:32]=2)[C:3]([C:9]([NH:11][C:12]2[CH:13]=[C:14]3[C:18](=[CH:19][CH:20]=2)[N:17]([CH2:21][O:22][CH2:23][CH2:24][Si:25]([CH3:28])([CH3:27])[CH3:26])[N:16]=[CH:15]3)=[O:10])=[N:4][CH:5]=1. (6) Given the reactants [Cl:1][CH2:2][CH2:3][CH2:4][O:5][C:6]1[CH:7]=[C:8]([CH:12]=[CH:13][C:14]=1[O:15][CH3:16])[C:9]([OH:11])=[O:10].[N:17]([O-:19])=[O:18].[Na+].C(O)(=O)C.[N+]([O-])(O)=O, predict the reaction product. The product is: [CH3:16][O:15][C:14]1[C:6]([O:5][CH2:4][CH2:3][CH2:2][Cl:1])=[CH:7][C:8]([C:9]([OH:11])=[O:10])=[C:12]([N+:17]([O-:19])=[O:18])[CH:13]=1.